From a dataset of Peptide-MHC class I binding affinity with 185,985 pairs from IEDB/IMGT. Regression. Given a peptide amino acid sequence and an MHC pseudo amino acid sequence, predict their binding affinity value. This is MHC class I binding data. (1) The peptide sequence is YLFPGPVYV. The MHC is HLA-A02:01 with pseudo-sequence HLA-A02:01. The binding affinity (normalized) is 0.838. (2) The binding affinity (normalized) is 0.0847. The MHC is HLA-B40:01 with pseudo-sequence HLA-B40:01. The peptide sequence is IPAHPLRML. (3) The peptide sequence is KELENEYYF. The MHC is HLA-B18:01 with pseudo-sequence HLA-B18:01. The binding affinity (normalized) is 0.723. (4) The binding affinity (normalized) is 0.829. The peptide sequence is RLEELLPAV. The MHC is HLA-A02:01 with pseudo-sequence HLA-A02:01. (5) The peptide sequence is KQRKPGGPW. The MHC is HLA-A01:01 with pseudo-sequence HLA-A01:01. The binding affinity (normalized) is 0.213. (6) The peptide sequence is KTLKYSNKI. The MHC is HLA-A30:01 with pseudo-sequence HLA-A30:01. The binding affinity (normalized) is 0.665.